Dataset: Full USPTO retrosynthesis dataset with 1.9M reactions from patents (1976-2016). Task: Predict the reactants needed to synthesize the given product. Given the product [Br:3][C:4]1[CH:5]=[C:6]2[C:11](=[CH:12][CH:13]=1)[N:10]=[C:9]([N:14]([CH2:17][C:18]1[CH:23]=[CH:22][C:21]([F:24])=[C:20]([C:25]([F:28])([F:26])[F:27])[CH:19]=1)[CH3:15])[CH:8]=[N:7]2, predict the reactants needed to synthesize it. The reactants are: [H-].[Na+].[Br:3][C:4]1[CH:5]=[C:6]2[C:11](=[CH:12][CH:13]=1)[N:10]=[C:9]([NH:14][CH3:15])[CH:8]=[N:7]2.Br[CH2:17][C:18]1[CH:23]=[CH:22][C:21]([F:24])=[C:20]([C:25]([F:28])([F:27])[F:26])[CH:19]=1.O.